This data is from Forward reaction prediction with 1.9M reactions from USPTO patents (1976-2016). The task is: Predict the product of the given reaction. Given the reactants [C:1]([C:4]1[CH:9]=[CH:8][C:7]([CH:10]=[CH:11][C:12]([OH:14])=[O:13])=[C:6]([CH3:15])[CH:5]=1)(=[O:3])[CH3:2].S(=O)(=O)(O)O.O.[CH3:22]O, predict the reaction product. The product is: [C:1]([C:4]1[CH:9]=[CH:8][C:7]([CH:10]=[CH:11][C:12]([O:14][CH3:22])=[O:13])=[C:6]([CH3:15])[CH:5]=1)(=[O:3])[CH3:2].